From a dataset of Reaction yield outcomes from USPTO patents with 853,638 reactions. Predict the reaction yield, written as a fraction of the theoretical maximum amount of product (1.0 means a 100% yield; for example, 0.34 means a 34% yield). (1) The reactants are [H-].[Na+].[OH:3][CH2:4][C@H:5]1[CH2:9][CH2:8][CH2:7][N:6]1[C:10]([O:12][C:13]([CH3:16])([CH3:15])[CH3:14])=[O:11].[CH3:17]I. The catalyst is C1COCC1. The product is [CH3:17][O:3][CH2:4][C@H:5]1[CH2:9][CH2:8][CH2:7][N:6]1[C:10]([O:12][C:13]([CH3:16])([CH3:15])[CH3:14])=[O:11]. The yield is 0.800. (2) The reactants are [BH4-].[Na+].[CH3:3][CH:4]1[CH2:9][C:8](=[O:10])[CH2:7][CH2:6][N:5]1[C:11]([O:13][C:14]([CH3:17])([CH3:16])[CH3:15])=[O:12]. The catalyst is C(O)C. The product is [OH:10][C@H:8]1[CH2:7][CH2:6][N:5]([C:11]([O:13][C:14]([CH3:17])([CH3:16])[CH3:15])=[O:12])[C@@H:4]([CH3:3])[CH2:9]1.[OH:10][C@@H:8]1[CH2:7][CH2:6][N:5]([C:11]([O:13][C:14]([CH3:17])([CH3:16])[CH3:15])=[O:12])[C@@H:4]([CH3:3])[CH2:9]1. The yield is 0.360. (3) The reactants are Br[C:2]1[CH:7]=[CH:6][C:5]([S:8]([NH:11][C:12]2[S:13][CH:14]=[CH:15][N:16]=2)(=[O:10])=[O:9])=[CH:4][CH:3]=1.[NH:17]1[CH2:22][CH2:21][CH:20]([NH:23][C:24](=[O:30])[O:25][C:26]([CH3:29])([CH3:28])[CH3:27])[CH2:19][CH2:18]1.C(P(C(C)(C)C)C1C=CC=CC=1C1C=CC=CC=1)(C)(C)C.CC([O-])(C)C.[Na+].Cl. The catalyst is C1C=CC(/C=C/C(/C=C/C2C=CC=CC=2)=O)=CC=1.C1C=CC(/C=C/C(/C=C/C2C=CC=CC=2)=O)=CC=1.C1C=CC(/C=C/C(/C=C/C2C=CC=CC=2)=O)=CC=1.[Pd].[Pd].CCOC(C)=O.O.C1(C)C=CC=CC=1. The product is [C:26]([O:25][C:24](=[O:30])[NH:23][CH:20]1[CH2:21][CH2:22][N:17]([C:2]2[CH:7]=[CH:6][C:5]([S:8](=[O:10])(=[O:9])[NH:11][C:12]3[S:13][CH:14]=[CH:15][N:16]=3)=[CH:4][CH:3]=2)[CH2:18][CH2:19]1)([CH3:29])([CH3:27])[CH3:28]. The yield is 0.760. (4) The reactants are Cl[C:2]1[CH:7]=[C:6]([NH:8][C:9]2[CH:19]=[CH:18][CH:17]=[CH:16][C:10]=2[C:11]([NH:13][O:14][CH3:15])=[O:12])[C:5]([Cl:20])=[CH:4][N:3]=1.[CH3:21][C:22]1[CH:26]=[C:25]([NH2:27])[N:24]([CH:28]([CH3:30])[CH3:29])[N:23]=1.C(=O)([O-])[O-].[Cs+].[Cs+].C1C=CC(P(C2C(C3C(P(C4C=CC=CC=4)C4C=CC=CC=4)=CC=C4C=3C=CC=C4)=C3C(C=CC=C3)=CC=2)C2C=CC=CC=2)=CC=1. The catalyst is C([O-])(=O)C.[Pd+2].C([O-])(=O)C. The product is [Cl:20][C:5]1[C:6]([NH:8][C:9]2[CH:19]=[CH:18][CH:17]=[CH:16][C:10]=2[C:11]([NH:13][O:14][CH3:15])=[O:12])=[CH:7][C:2]([NH:27][C:25]2[N:24]([CH:28]([CH3:30])[CH3:29])[N:23]=[C:22]([CH3:21])[CH:26]=2)=[N:3][CH:4]=1. The yield is 0.150. (5) The reactants are [CH3:1][N:2]([CH3:6])[CH2:3][CH2:4][NH2:5].Cl[C:8]1[N:9]=[N+:10]([O-:20])[C:11]2[CH:17]=[C:16]([O:18][CH3:19])[CH:15]=[CH:14][C:12]=2[N:13]=1. The catalyst is COCCOC. The product is [CH3:19][O:18][C:16]1[CH:15]=[CH:14][C:12]2[N:13]=[C:8]([NH:5][CH2:4][CH2:3][N:2]([CH3:6])[CH3:1])[N:9]=[N+:10]([O-:20])[C:11]=2[CH:17]=1. The yield is 0.900. (6) The reactants are [Cl:1][C:2]1[CH:3]=[C:4]2[C:10]([C:11]3[N:16]=[C:15]([NH:17][C@H:18]4[CH2:22][CH2:21][N:20](S(C)(=O)=O)[CH2:19]4)[C:14]([F:27])=[CH:13][N:12]=3)=[CH:9][NH:8][C:5]2=[N:6][CH:7]=1.[O:28]1[CH2:32][CH2:31][CH:30]([C:33](O)=[O:34])[CH2:29]1. No catalyst specified. The product is [Cl:1][C:2]1[CH:3]=[C:4]2[C:10]([C:11]3[N:16]=[C:15]([NH:17][C@H:18]4[CH2:22][CH2:21][N:20]([C:33]([CH:30]5[CH2:31][CH2:32][O:28][CH2:29]5)=[O:34])[CH2:19]4)[C:14]([F:27])=[CH:13][N:12]=3)=[CH:9][NH:8][C:5]2=[N:6][CH:7]=1. The yield is 0.520. (7) The reactants are C(C1C=CC(N)=CC=1)CC1C=CC(N)=CC=1.[C:17]([O:21][C:22]([N:24]1[CH2:28][CH2:27][CH2:26][CH:25]1C(O)=O)=[O:23])([CH3:20])([CH3:19])[CH3:18].C(OC(N1C2C(=CC=CC=2)C=CC1)=O)C. The catalyst is C(Cl)Cl. The product is [C:17]([O:21][C:22]([N:24]1[CH2:28][CH2:27][CH2:26][CH2:25]1)=[O:23])([CH3:20])([CH3:18])[CH3:19]. The yield is 0.970. (8) The reactants are [OH:1][C@H:2]1[CH2:7][C@@H:6]([NH:8][C:9]2[C:10]3[CH:17]=[CH:16][N:15]([C:18]([C:31]4[CH:36]=[CH:35][CH:34]=[CH:33][CH:32]=4)([C:25]4[CH:30]=[CH:29][CH:28]=[CH:27][CH:26]=4)[C:19]4[CH:24]=[CH:23][CH:22]=[CH:21][CH:20]=4)[C:11]=3[N:12]=[CH:13][N:14]=2)[CH2:5][N:4]([C:37]([O:39][C:40]([CH3:43])([CH3:42])[CH3:41])=[O:38])[CH2:3]1.CC(OI1(OC(C)=O)(OC(C)=O)OC(=O)C2C=CC=CC1=2)=O.C(Cl)Cl.CO. The catalyst is C(Cl)Cl. The product is [O:1]=[C:2]1[CH2:7][C@@H:6]([NH:8][C:9]2[C:10]3[CH:17]=[CH:16][N:15]([C:18]([C:19]4[CH:24]=[CH:23][CH:22]=[CH:21][CH:20]=4)([C:31]4[CH:36]=[CH:35][CH:34]=[CH:33][CH:32]=4)[C:25]4[CH:26]=[CH:27][CH:28]=[CH:29][CH:30]=4)[C:11]=3[N:12]=[CH:13][N:14]=2)[CH2:5][N:4]([C:37]([O:39][C:40]([CH3:43])([CH3:42])[CH3:41])=[O:38])[CH2:3]1. The yield is 0.740. (9) The reactants are [CH:1]12[CH2:10][CH:5]3[CH2:6][CH:7]([CH2:9][CH:3]([CH2:4]3)[CH:2]1[N:11]1[C:14](=[O:15])[C:13]([CH3:17])([CH3:16])[NH:12]1)[CH2:8]2.[Cl:18][C:19]1[CH:24]=[CH:23][C:22]([N:25]=[C:26]=[O:27])=[CH:21][CH:20]=1.C(N(CC)CC)C. The catalyst is ClCCl.CN(C1C=CN=CC=1)C. The product is [Cl:18][C:19]1[CH:24]=[CH:23][C:22]([NH:25][C:26]([N:12]2[C:13]([CH3:17])([CH3:16])[C:14](=[O:15])[N:11]2[CH:2]2[CH:3]3[CH2:4][CH:5]4[CH2:6][CH:7]([CH2:8][CH:1]2[CH2:10]4)[CH2:9]3)=[O:27])=[CH:21][CH:20]=1. The yield is 1.00. (10) The reactants are [F:1][C:2]1[CH:3]=[C:4]([C:8]2[N:13]=[C:12]([CH3:14])[C:11]([C:15]([OH:17])=O)=[CH:10][N:9]=2)[CH:5]=[CH:6][CH:7]=1.[F:18][C:19]1[CH:20]=[C:21]2[CH:27]=[CH:26][N:25]([NH2:28])[C:22]2=[N:23][CH:24]=1.C[N+]1(C2N=C(OC)N=C(OC)N=2)CCOCC1.[Cl-]. The catalyst is CN(C=O)C.C([O-])([O-])=O.[Na+].[Na+]. The product is [F:18][C:19]1[CH:20]=[C:21]2[CH:27]=[CH:26][N:25]([NH:28][C:15]([C:11]3[C:12]([CH3:14])=[N:13][C:8]([C:4]4[CH:5]=[CH:6][CH:7]=[C:2]([F:1])[CH:3]=4)=[N:9][CH:10]=3)=[O:17])[C:22]2=[N:23][CH:24]=1. The yield is 0.680.